This data is from Forward reaction prediction with 1.9M reactions from USPTO patents (1976-2016). The task is: Predict the product of the given reaction. (1) Given the reactants [F:1][C:2]1[CH:10]=[C:9]([F:11])[CH:8]=[C:7]([F:12])[C:3]=1[C:4]([OH:6])=O.C(Cl)(=O)C(Cl)=O.[NH2:19][C:20]1[C:21]([O:50][CH3:51])=[C:22]([CH:47]=[CH:48][CH:49]=1)[C:23]([NH:25][C:26]1[C:31]([Cl:32])=[CH:30][C:29]([C:33]([F:45])([C:41]([F:44])([F:43])[F:42])[C:34]([F:40])([F:39])[C:35]([F:38])([F:37])[F:36])=[CH:28][C:27]=1[Br:46])=[O:24].N1C=CC=CC=1.C(=O)([O-])O.[Na+], predict the reaction product. The product is: [Br:46][C:27]1[CH:28]=[C:29]([C:33]([F:45])([C:41]([F:44])([F:42])[F:43])[C:34]([F:39])([F:40])[C:35]([F:36])([F:37])[F:38])[CH:30]=[C:31]([Cl:32])[C:26]=1[NH:25][C:23]([C:22]1[C:21]([O:50][CH3:51])=[C:20]([NH:19][C:4](=[O:6])[C:3]2[C:7]([F:12])=[CH:8][C:9]([F:11])=[CH:10][C:2]=2[F:1])[CH:49]=[CH:48][CH:47]=1)=[O:24]. (2) Given the reactants C(=O)([O-])[O-].[K+].[K+].C(O)(CC)(C)C.C(O)CO.[CH:17]([C:20]1[CH:25]=[CH:24][CH:23]=[CH:22][C:21]=1I)([CH3:19])[CH3:18].[CH:27]([C:30]1[CH:35]=[CH:34][CH:33]=[CH:32][C:31]=1[SH:36])([CH3:29])[CH3:28].CCCCCCCCCCCC, predict the reaction product. The product is: [CH:17]([C:20]1[CH:25]=[CH:24][CH:23]=[CH:22][C:21]=1[S:36][C:31]1[CH:32]=[CH:33][CH:34]=[CH:35][C:30]=1[CH:27]([CH3:29])[CH3:28])([CH3:19])[CH3:18]. (3) Given the reactants [CH3:1][O:2][C:3](=[O:27])[CH2:4][CH2:5][CH2:6][CH2:7][CH2:8][CH2:9][C:10]([NH:12][C:13]1[S:14][CH:15]=[C:16]([C:18]2[CH:23]=[CH:22][CH:21]=[C:20]([N+:24]([O-])=O)[CH:19]=2)[N:17]=1)=[O:11], predict the reaction product. The product is: [CH3:1][O:2][C:3](=[O:27])[CH2:4][CH2:5][CH2:6][CH2:7][CH2:8][CH2:9][C:10]([NH:12][C:13]1[S:14][CH:15]=[C:16]([C:18]2[CH:23]=[CH:22][CH:21]=[C:20]([NH2:24])[CH:19]=2)[N:17]=1)=[O:11]. (4) Given the reactants [NH2:1][C:2]1[N:3]=[CH:4][C:5]([C:21]2[CH:31]=[CH:30][C:24]([C:25]([N:27]([CH3:29])[CH3:28])=[O:26])=[CH:23][CH:22]=2)=[N:6][C:7]=1[C:8]1[O:9][C:10]([C:13]2[CH:18]=[CH:17][CH:16]=[CH:15][C:14]=2[CH:19]=[CH2:20])=[N:11][N:12]=1, predict the reaction product. The product is: [NH2:1][C:2]1[N:3]=[CH:4][C:5]([C:21]2[CH:22]=[CH:23][C:24]([C:25]([N:27]([CH3:29])[CH3:28])=[O:26])=[CH:30][CH:31]=2)=[N:6][C:7]=1[C:8]1[O:9][C:10]([C:13]2[CH:18]=[CH:17][CH:16]=[CH:15][C:14]=2[CH2:19][CH3:20])=[N:11][N:12]=1. (5) Given the reactants [F:1][C:2]1([F:40])[CH2:7][CH2:6][CH:5]([NH:8][C:9]([C:11]2[C:15]([CH2:16][OH:17])=[C:14]([C:18]3[CH:23]=[CH:22][C:21]([O:24][Si](C(C)(C)C)(C)C)=[CH:20][CH:19]=3)[N:13]([C:32]3[CH:37]=[CH:36][C:35]([Cl:38])=[CH:34][C:33]=3[Cl:39])[N:12]=2)=[O:10])[CH2:4][CH2:3]1, predict the reaction product. The product is: [F:40][C:2]1([F:1])[CH2:7][CH2:6][CH:5]([NH:8][C:9]([C:11]2[C:15]([CH2:16][OH:17])=[C:14]([C:18]3[CH:19]=[CH:20][C:21]([OH:24])=[CH:22][CH:23]=3)[N:13]([C:32]3[CH:37]=[CH:36][C:35]([Cl:38])=[CH:34][C:33]=3[Cl:39])[N:12]=2)=[O:10])[CH2:4][CH2:3]1. (6) The product is: [CH:21]1([C@H:4]2[C@H:3]([CH3:24])[C@@H:2]([NH:1][C:34]3[CH:39]=[CH:38][CH:37]=[CH:36][CH:35]=3)[C:11]3[C:6](=[CH:7][CH:8]=[C:9]([N:12]4[CH2:13][CH2:14][O:15][CH2:16][CH2:17]4)[N:10]=3)[N:5]2[C:18](=[O:20])[CH3:19])[CH2:23][CH2:22]1. Given the reactants [NH2:1][C@H:2]1[C:11]2[C:6](=[CH:7][CH:8]=[C:9]([N:12]3[CH2:17][CH2:16][O:15][CH2:14][CH2:13]3)[N:10]=2)[N:5]([C:18](=[O:20])[CH3:19])[C@@H:4]([CH:21]2[CH2:23][CH2:22]2)[C@@H:3]1[CH3:24].CC(C)([O-])C.[Na+].CN([C:34]1[C:39]([C:34]2[C:39](P(C3CCCCC3)C3CCCCC3)=[CH:38][CH:37]=[CH:36][CH:35]=2)=[CH:38][CH:37]=[CH:36][CH:35]=1)C.BrC1C=CC=CC=1, predict the reaction product.